Task: Predict the reaction yield, written as a fraction of the theoretical maximum amount of product (1.0 means a 100% yield; for example, 0.34 means a 34% yield).. Dataset: Reaction yield outcomes from USPTO patents with 853,638 reactions (1) The reactants are [CH2:1]([S:3][C:4]1[C:9]([C:10]([NH:12][CH2:13][C:14]2[CH:19]=[CH:18][CH:17]=[C:16]([F:20])[CH:15]=2)=[O:11])=[C:8]([CH3:21])[CH:7]=[C:6]([NH:22][CH3:23])[N:5]=1)[CH3:2].C1COCC1.CCN(C(C)C)C(C)C.[F:38][C:39]1[CH:47]=[CH:46][C:42]([C:43](Cl)=[O:44])=[CH:41][CH:40]=1. The catalyst is C(Cl)Cl.CCOC(C)=O. The product is [CH2:1]([S:3][C:4]1[C:9]([C:10]([NH:12][CH2:13][C:14]2[CH:19]=[CH:18][CH:17]=[C:16]([F:20])[CH:15]=2)=[O:11])=[C:8]([CH3:21])[CH:7]=[C:6]([N:22]([C:43](=[O:44])[C:42]2[CH:46]=[CH:47][C:39]([F:38])=[CH:40][CH:41]=2)[CH3:23])[N:5]=1)[CH3:2]. The yield is 0.830. (2) The reactants are Br[C:2]1[C:3]([CH3:15])=[C:4]([CH3:14])[C:5]2[O:9][C:8]([CH3:11])([CH3:10])[CH2:7][C:6]=2[C:12]=1[CH3:13].[CH3:16][O:17][C:18]1[CH:23]=[C:22]([O:24][CH3:25])[CH:21]=[CH:20][C:19]=1[N:26]1[CH2:31][CH2:30][NH:29][CH2:28][CH2:27]1.C1C=CC(P(C2C(C3C(P(C4C=CC=CC=4)C4C=CC=CC=4)=CC=C4C=3C=CC=C4)=C3C(C=CC=C3)=CC=2)C2C=CC=CC=2)=CC=1.CC(C)([O-])C.[Na+]. The catalyst is C([O-])(=O)C.[Pd+2].C([O-])(=O)C.O.C1(C)C=CC=CC=1. The product is [CH3:16][O:17][C:18]1[CH:23]=[C:22]([O:24][CH3:25])[CH:21]=[CH:20][C:19]=1[N:26]1[CH2:27][CH2:28][N:29]([C:2]2[C:3]([CH3:15])=[C:4]([CH3:14])[C:5]3[O:9][C:8]([CH3:11])([CH3:10])[CH2:7][C:6]=3[C:12]=2[CH3:13])[CH2:30][CH2:31]1. The yield is 0.560. (3) The product is [F:1][C:2]1[C:11]([CH:12]([CH2:17][N:29]2[CH2:30][CH2:31][C@H:27]([CH2:26][NH:25][C:23](=[O:24])[C:22]([F:32])([F:33])[F:21])[CH2:28]2)[C:13]([O:15][CH3:16])=[O:14])=[C:10]2[C:5]([CH:6]=[CH:7][C:8]([O:18][CH3:19])=[N:9]2)=[CH:4][CH:3]=1. The reactants are [F:1][C:2]1[C:11]([C:12](=[CH2:17])[C:13]([O:15][CH3:16])=[O:14])=[C:10]2[C:5]([CH:6]=[CH:7][C:8]([O:18][CH3:19])=[N:9]2)=[CH:4][CH:3]=1.Cl.[F:21][C:22]([F:33])([F:32])[C:23]([NH:25][CH2:26][C@H:27]1[CH2:31][CH2:30][NH:29][CH2:28]1)=[O:24].C(N(CC)CC)C. The catalyst is CN(C=O)C. The yield is 1.00.